From a dataset of Reaction yield outcomes from USPTO patents with 853,638 reactions. Predict the reaction yield, written as a fraction of the theoretical maximum amount of product (1.0 means a 100% yield; for example, 0.34 means a 34% yield). The reactants are [CH3:1][C@@:2]([S:23]([CH3:26])(=[O:25])=[O:24])([CH2:6][CH2:7][C:8]1[CH:13]=[CH:12][C:11]([B:14]2[O:18][C:17]([CH3:20])([CH3:19])[C:16]([CH3:22])([CH3:21])[O:15]2)=[CH:10][CH:9]=1)[C:3]([OH:5])=O.[O:27]1[CH2:32][CH2:31][CH2:30][CH2:29][CH:28]1[O:33][NH2:34].BrC1C=CC(CCC(C)(S(C)(=O)=O)C(NOC2CCCCO2)=O)=CC=1. No catalyst specified. The product is [CH3:1][C@@:2]([S:23]([CH3:26])(=[O:24])=[O:25])([CH2:6][CH2:7][C:8]1[CH:13]=[CH:12][C:11]([B:14]2[O:15][C:16]([CH3:21])([CH3:22])[C:17]([CH3:20])([CH3:19])[O:18]2)=[CH:10][CH:9]=1)[C:3]([NH:34][O:33][CH:28]1[CH2:29][CH2:30][CH2:31][CH2:32][O:27]1)=[O:5]. The yield is 0.770.